From a dataset of Forward reaction prediction with 1.9M reactions from USPTO patents (1976-2016). Predict the product of the given reaction. (1) The product is: [F:18][C:2]([F:1])([F:17])[CH2:3][CH:4]1[C:13]2[C:8]3=[C:9]([CH2:21][NH:16][CH2:15][CH2:14][N:7]3[CH2:6][CH2:5]1)[CH:10]=[CH:11][CH:12]=2. Given the reactants [F:1][C:2]([F:18])([F:17])[CH2:3][CH:4]1[C:13]2[C:8](=[CH:9][CH:10]=[CH:11][CH:12]=2)[N:7]([CH2:14][CH2:15][NH2:16])[CH2:6][CH2:5]1.C=O.[C:21](O)(C(F)(F)F)=O.[OH-].[Na+], predict the reaction product. (2) Given the reactants [C:1]1(B(O)O)[CH:6]=[CH:5][CH:4]=[CH:3][CH:2]=1.[CH3:10][O:11][C:12]([C:14]1[S:15][C:16]([S:34][CH3:35])=[C:17]([S:19]([C:22]2[CH:27]=[C:26]([O:28][C:29]([CH3:32])([CH3:31])[CH3:30])[CH:25]=[C:24](Br)[CH:23]=2)(=[O:21])=[O:20])[CH:18]=1)=[O:13].[C:36]([O-])([O-])=O.[Na+].[Na+].C1(C)C=CC=CC=1, predict the reaction product. The product is: [CH2:10]([O:11][C:12]([C:14]1[S:15][C:16]([S:34][CH3:35])=[C:17]([S:19]([C:22]2[CH:23]=[C:24]([C:1]3[CH:6]=[CH:5][CH:4]=[CH:3][CH:2]=3)[CH:25]=[C:26]([O:28][C:29]([CH3:32])([CH3:31])[CH3:30])[CH:27]=2)(=[O:21])=[O:20])[CH:18]=1)=[O:13])[CH3:36].